Dataset: Full USPTO retrosynthesis dataset with 1.9M reactions from patents (1976-2016). Task: Predict the reactants needed to synthesize the given product. (1) The reactants are: Cl.[Br:2][C:3]1[CH:8]=[C:7]([Cl:9])[CH:6]=[CH:5][C:4]=1[CH2:10][C:11]([NH2:13])=[NH:12].[C:14]([O:18][C:19](=[O:34])/[C:20](/O)=[C:21](\[O:25][CH2:26][C:27]1[CH:32]=[CH:31][CH:30]=[CH:29][CH:28]=1)/[C:22](O)=[O:23])([CH3:17])([CH3:16])[CH3:15].C[O-].[Na+].C(OCC)(=O)C. Given the product [C:14]([O:18][C:19]([C:20]1[C:21]([O:25][CH2:26][C:27]2[CH:32]=[CH:31][CH:30]=[CH:29][CH:28]=2)=[C:22]([OH:23])[N:13]=[C:11]([CH2:10][C:4]2[CH:5]=[CH:6][C:7]([Cl:9])=[CH:8][C:3]=2[Br:2])[N:12]=1)=[O:34])([CH3:17])([CH3:15])[CH3:16], predict the reactants needed to synthesize it. (2) Given the product [C:28]([C:31]1[CH:36]=[CH:35][C:34]([C:22]2[CH:23]=[CH:24][C:19]([O:18][CH:14]([C:11]3[CH:12]=[CH:13][C:8]([C:7]([NH:6][CH2:5][CH2:4][C:3]([OH:2])=[O:27])=[O:26])=[CH:9][CH:10]=3)[CH2:15][CH2:16][CH3:17])=[CH:20][CH:21]=2)=[CH:33][CH:32]=1)(=[O:30])[CH3:29], predict the reactants needed to synthesize it. The reactants are: C[O:2][C:3](=[O:27])[CH2:4][CH2:5][NH:6][C:7](=[O:26])[C:8]1[CH:13]=[CH:12][C:11]([CH:14]([O:18][C:19]2[CH:24]=[CH:23][C:22](Br)=[CH:21][CH:20]=2)[CH2:15][CH2:16][CH3:17])=[CH:10][CH:9]=1.[C:28]([C:31]1[CH:36]=[CH:35][C:34](B(O)O)=[CH:33][CH:32]=1)(=[O:30])[CH3:29]. (3) Given the product [CH3:1][N:2]1[C:6]2[CH:7]=[CH:8][CH:9]=[CH:10][C:5]=2[N:4]=[C:3]1[CH2:11][C:12]1[CH:13]=[CH:14][C:15]([C:16]2[O:21][CH2:20][CH:19]([C:22]([O:24][CH3:25])=[O:23])[N:18]=2)=[CH:26][CH:27]=1, predict the reactants needed to synthesize it. The reactants are: [CH3:1][N:2]1[C:6]2[CH:7]=[CH:8][CH:9]=[CH:10][C:5]=2[N:4]=[C:3]1[CH2:11][C:12]1[CH:27]=[CH:26][C:15]([C:16]([NH:18][C@H:19]([C:22]([O:24][CH3:25])=[O:23])[CH2:20][OH:21])=O)=[CH:14][CH:13]=1.CC[N+](S(N=C(OC)[O-])(=O)=O)(CC)CC. (4) Given the product [CH3:25][Si:24]([CH3:27])([CH3:26])[CH2:23][CH2:22][O:21][CH2:20][O:19][CH2:18][C:16]1[N:17]=[C:13]([C:11]([NH2:10])=[O:12])[S:14][CH:15]=1, predict the reactants needed to synthesize it. The reactants are: CC(C)(CC(=O)N[NH:10][C:11]([C:13]1[S:14][CH:15]=[C:16]([CH2:18][O:19][CH2:20][O:21][CH2:22][CH2:23][Si:24]([CH3:27])([CH3:26])[CH3:25])[N:17]=1)=[O:12])C(OC)=O. (5) Given the product [C:1]1([S:17]([O-:20])(=[O:18])=[O:19])[C:14]2[C:13](=[O:15])[C:12]3[C:7](=[CH:8][CH:9]=[CH:10][CH:11]=3)[C:6](=[O:16])[C:5]=2[CH:4]=[CH:3][CH:2]=1.[Ag+:42], predict the reactants needed to synthesize it. The reactants are: [C:1]1([S:17]([O-:20])(=[O:19])=[O:18])[C:14]2[C:13](=[O:15])[C:12]3[C:7](=[CH:8][CH:9]=[CH:10][CH:11]=3)[C:6](=[O:16])[C:5]=2[CH:4]=[CH:3][CH:2]=1.[Na+].C1(S(O)(=O)=O)C2C(=O)C3C(=CC=CC=3)C(=O)C=2C=CC=1.[Ag:42]=O. (6) Given the product [C:19]([C:18]1[CH:21]=[C:22]([F:28])[C:23]([CH2:2][C:3]([OH:5])=[O:4])=[C:24]([O:25][CH3:26])[C:17]=1[F:16])#[N:20], predict the reactants needed to synthesize it. The reactants are: C(OC(C)(C)C)(=O)[CH2:2][C:3]([O:5]C(C)(C)C)=[O:4].[F:16][C:17]1[C:24]([O:25][CH3:26])=[C:23](F)[C:22]([F:28])=[CH:21][C:18]=1[C:19]#[N:20]. (7) Given the product [C:1]([O:7][CH2:8][N:9]1[C:13]2[N:14]=[N:15][CH:16]=[C:17]([C:18]3[CH:19]=[N:20][N:21]([CH:23]([CH:24]4[CH2:25][CH2:26][CH2:34]4)[CH2:33][C:32]#[N:31])[CH:22]=3)[C:12]=2[CH:11]=[CH:10]1)(=[O:6])[C:2]([CH3:5])([CH3:4])[CH3:3], predict the reactants needed to synthesize it. The reactants are: [C:1]([O:7][CH2:8][N:9]1[C:13]2[N:14]=[N:15][CH:16]=[C:17]([C:18]3[CH:19]=[N:20][NH:21][CH:22]=3)[C:12]=2[CH:11]=[CH:10]1)(=[O:6])[C:2]([CH3:5])([CH3:4])[CH3:3].[CH2:23]1[CH2:33][CH2:32][N:31]2[C:26](=NCCC2)[CH2:25][CH2:24]1.[C:34](#N)C. (8) Given the product [F:32][C:31]([F:33])([F:34])[C:28]1[CH:27]=[CH:26][C:25]([C:22]2[CH:23]=[CH:24][C:19]([CH2:18][CH:15]([O:14][C:11]3[CH:10]=[CH:9][C:8]([C:7]([NH:6][CH2:5][CH2:4][C:3]([OH:36])=[O:2])=[O:35])=[CH:13][CH:12]=3)[CH2:16][CH3:17])=[CH:20][CH:21]=2)=[CH:30][CH:29]=1, predict the reactants needed to synthesize it. The reactants are: C[O:2][C:3](=[O:36])[CH2:4][CH2:5][NH:6][C:7](=[O:35])[C:8]1[CH:13]=[CH:12][C:11]([O:14][CH:15]([CH2:18][C:19]2[CH:24]=[CH:23][C:22]([C:25]3[CH:30]=[CH:29][C:28]([C:31]([F:34])([F:33])[F:32])=[CH:27][CH:26]=3)=[CH:21][CH:20]=2)[CH2:16][CH3:17])=[CH:10][CH:9]=1.[OH-].[Na+].Cl. (9) Given the product [CH3:12][C:7]([CH3:11])([C:8]([N:29]1[CH2:34][CH2:33][O:32][CH2:31][CH2:30]1)=[O:9])[CH2:6][O:5][C:4]1[C:3]([O:2][CH3:1])=[C:16]([O:17][CH3:18])[CH:15]=[CH:14][C:13]=1[C:19]1[CH:27]=[CH:26][CH:25]=[C:24]2[C:20]=1[CH2:21][CH2:22][C:23]2=[O:28], predict the reactants needed to synthesize it. The reactants are: [CH3:1][O:2][C:3]1[C:16]([O:17][CH3:18])=[CH:15][CH:14]=[C:13]([C:19]2[CH:27]=[CH:26][CH:25]=[C:24]3[C:20]=2[CH2:21][CH2:22][C:23]3=[O:28])[C:4]=1[O:5][CH2:6][C:7]([CH3:12])([CH3:11])[C:8](O)=[O:9].[NH:29]1[CH2:34][CH2:33][O:32][CH2:31][CH2:30]1.COC1C(OC)=CC=C(C2C=CC=C3C=2CCC3=O)C=1OCC(C)(C)C(NC)=O. (10) Given the product [Cl:11][C:12]1[C:13]([OH:19])=[CH:14][C:15](=[O:18])[N:16]([C:8]2[CH:7]=[CH:6][C:3]([C:4]#[N:5])=[C:2]([F:1])[CH:9]=2)[CH:17]=1, predict the reactants needed to synthesize it. The reactants are: [F:1][C:2]1[CH:9]=[C:8](I)[CH:7]=[CH:6][C:3]=1[C:4]#[N:5].[Cl:11][C:12]1[C:13]([OH:19])=[CH:14][C:15](=[O:18])[NH:16][CH:17]=1.COC1C2C(=C3C(=CC=2)C(OC)=CC=N3)N=CC=1.C(=O)([O-])[O-].[K+].[K+].